From a dataset of Forward reaction prediction with 1.9M reactions from USPTO patents (1976-2016). Predict the product of the given reaction. Given the reactants OOS([O-])=O.[K+].[C:7]([C:11]1[N:16]=[CH:15][C:14]([CH:17]=O)=[CH:13][N:12]=1)([CH3:10])([CH3:9])[CH3:8].[NH2:19][C:20]1[CH:25]=[CH:24][CH:23]=[CH:22][C:21]=1[NH2:26].C(=O)([O-])[O-].[K+].[K+], predict the reaction product. The product is: [C:7]([C:11]1[N:16]=[CH:15][C:14]([C:17]2[NH:19][C:20]3[CH:25]=[CH:24][CH:23]=[CH:22][C:21]=3[N:26]=2)=[CH:13][N:12]=1)([CH3:10])([CH3:9])[CH3:8].